Dataset: Forward reaction prediction with 1.9M reactions from USPTO patents (1976-2016). Task: Predict the product of the given reaction. (1) Given the reactants [CH3:1][O:2][C:3]([C:5]1[CH:10]=[CH:9][C:8]([N:11]2[C:15]([S:16][CH2:17][CH2:18][CH3:19])=[C:14]([C:20]([OH:22])=O)[CH:13]=[N:12]2)=[CH:7][CH:6]=1)=[O:4].Cl.[CH:24]12[CH2:33][CH:28]3[CH2:29][CH:30]([CH2:32][CH:26]([CH2:27]3)[CH:25]1[NH2:34])[CH2:31]2.C1C=CC2N(O)N=NC=2C=1.CCN(C(C)C)C(C)C.CCN=C=NCCCN(C)C, predict the reaction product. The product is: [CH:24]12[CH2:33][CH:28]3[CH2:29][CH:30]([CH2:32][CH:26]([CH2:27]3)[CH:25]1[NH:34][C:20]([C:14]1[CH:13]=[N:12][N:11]([C:8]3[CH:7]=[CH:6][C:5]([C:3]([O:2][CH3:1])=[O:4])=[CH:10][CH:9]=3)[C:15]=1[S:16][CH2:17][CH2:18][CH3:19])=[O:22])[CH2:31]2. (2) Given the reactants Br[C:2]1[CH:3]=[C:4]([CH:7]=[CH:8][C:9]=1[O:10][CH2:11][CH2:12][C:13]1[CH:17]=[CH:16][S:15][CH:14]=1)[C:5]#[N:6].C1(P(C2C=CC=CC=2)C2C=CC=CC=2)C=CC=CC=1.C(=O)([O-])[O-].[K+].[K+], predict the reaction product. The product is: [S:15]1[C:14]2[C:2]3[CH:3]=[C:4]([C:5]#[N:6])[CH:7]=[CH:8][C:9]=3[O:10][CH2:11][CH2:12][C:13]=2[CH:17]=[CH:16]1. (3) The product is: [C:1]1(=[C:8]([C:9]2[CH:14]=[CH:13][C:12]([O:15][C:16]([CH3:23])([CH3:22])[CH2:17][OH:18])=[CH:11][CH:10]=2)[C:24]2[CH:29]=[CH:28][C:27]([OH:30])=[CH:26][CH:25]=2)[CH2:2][CH2:3][CH2:4][CH2:5][CH2:6][CH2:7]1. Given the reactants [C:1]1(=[C:8]([C:24]2[CH:29]=[CH:28][C:27]([OH:30])=[CH:26][CH:25]=2)[C:9]2[CH:14]=[CH:13][C:12]([O:15][C:16]([CH3:23])([CH3:22])[C:17](OCC)=[O:18])=[CH:11][CH:10]=2)[CH2:7][CH2:6][CH2:5][CH2:4][CH2:3][CH2:2]1.[H-].[H-].[H-].[H-].[Li+].[Al+3], predict the reaction product. (4) Given the reactants O[C:2]1([C:13]([O:15]CC)=[O:14])[C:6]2[C:7](=[O:12])[NH:8][CH2:9][CH2:10][CH2:11][C:5]=2[O:4][CH2:3]1.Cl, predict the reaction product. The product is: [O:12]=[C:7]1[C:6]2[C:2]([C:13]([OH:15])=[O:14])=[CH:3][O:4][C:5]=2[CH2:11][CH2:10][CH2:9][NH:8]1. (5) Given the reactants [O:1]1[C:6]2[CH:7]=[CH:8][C:9]([S:11][C:12]3[CH:17]=[CH:16][C:15]([C:18]4[CH:23]=[CH:22][N:21]=[CH:20][CH:19]=4)=[CH:14][C:13]=3[C:24]([F:27])([F:26])[F:25])=[CH:10][C:5]=2[O:4][CH2:3][CH2:2]1.OC1CCNC1.[OH:34][C@H:35]1[CH2:39][NH:38][C@@H:37]([C:40]([OH:42])=[O:41])[CH2:36]1, predict the reaction product. The product is: [O:1]1[C:6]2[CH:7]=[CH:8][C:9]([S:11][C:12]3[CH:17]=[CH:16][C:15]([C:18]4[CH:19]=[CH:20][N:21]=[C:22]([N:38]5[CH2:39][CH:35]([OH:34])[CH2:36][CH:37]5[C:40]([OH:42])=[O:41])[CH:23]=4)=[CH:14][C:13]=3[C:24]([F:25])([F:26])[F:27])=[CH:10][C:5]=2[O:4][CH2:3][CH2:2]1. (6) The product is: [CH3:43][C:33]1([CH3:44])[C@H:34]([C:36]([N:38]2[CH2:39][CH2:40][CH2:41][CH2:42]2)=[O:37])[CH2:35][C@@H:32]1[NH:31][C:30]([C@:14]12[CH2:26][CH2:25][C@@H:24]([C:27]([CH3:29])=[CH2:28])[C@@H:15]1[C@@H:16]1[C@@:11]([CH3:46])([CH2:12][CH2:13]2)[C@@:10]2([CH3:47])[C@@H:19]([C@:20]3([CH3:23])[C@@H:7]([CH2:8][CH2:9]2)[C:6]([CH3:48])([CH3:49])[C@@H:5]([OH:4])[CH2:22][CH2:21]3)[CH2:18][CH2:17]1)=[O:45]. Given the reactants C([O:4][C@H:5]1[CH2:22][CH2:21][C@@:20]2([CH3:23])[C@@H:7]([CH2:8][CH2:9][C@:10]3([CH3:47])[C@@H:19]2[CH2:18][CH2:17][C@H:16]2[C@@:11]3([CH3:46])[CH2:12][CH2:13][C@@:14]3([C:30](=[O:45])[NH:31][C@H:32]4[CH2:35][C@@H:34]([C:36]([N:38]5[CH2:42][CH2:41][CH2:40][CH2:39]5)=[O:37])[C:33]4([CH3:44])[CH3:43])[CH2:26][CH2:25][C@@H:24]([C:27]([CH3:29])=[CH2:28])[C@@H:15]32)[C:6]1([CH3:49])[CH3:48])(=O)C.[OH-].[Na+], predict the reaction product. (7) Given the reactants C([Li])(C)(C)C.[CH3:6][C:7]1[CH:8]=[C:9]([C:14]2[CH:19]=[CH:18][CH:17]=[CH:16][CH:15]=2)[CH:10]=[C:11]([CH3:13])[CH:12]=1.C[O:21][B:22](OC)[O:23]C.Cl, predict the reaction product. The product is: [CH3:10][CH2:9][CH2:8][CH:7]([CH3:12])[CH3:6].[CH3:6][C:7]1[C:12]([B:22]([OH:23])[OH:21])=[C:11]([CH3:13])[CH:10]=[C:9]([C:14]2[CH:19]=[CH:18][CH:17]=[CH:16][CH:15]=2)[CH:8]=1.